This data is from Forward reaction prediction with 1.9M reactions from USPTO patents (1976-2016). The task is: Predict the product of the given reaction. Given the reactants [NH:1]1[C:5]2=[N:6][CH:7]=[CH:8][C:9]([C:10]3[CH:17]=[CH:16][C:13]([CH:14]=[O:15])=[CH:12][CH:11]=3)=[C:4]2[CH:3]=[CH:2]1, predict the reaction product. The product is: [NH:1]1[C:5]2=[N:6][CH:7]=[CH:8][C:9]([C:10]3[CH:17]=[CH:16][C:13]([CH2:14][OH:15])=[CH:12][CH:11]=3)=[C:4]2[CH:3]=[CH:2]1.